Dataset: Full USPTO retrosynthesis dataset with 1.9M reactions from patents (1976-2016). Task: Predict the reactants needed to synthesize the given product. (1) Given the product [CH:2]([C:3]1[CH:4]=[C:5]([NH2:6])[N:18]([C:15]2[CH:16]=[CH:17][C:12]([O:11][CH3:10])=[CH:13][CH:14]=2)[N:19]=1)([CH3:8])[CH3:1], predict the reactants needed to synthesize it. The reactants are: [CH3:1][CH:2]([CH3:8])[C:3](=O)[CH2:4][C:5]#[N:6].Cl.[CH3:10][O:11][C:12]1[CH:17]=[CH:16][C:15]([NH:18][NH2:19])=[CH:14][CH:13]=1. (2) The reactants are: [F:1][C:2]([F:18])([F:17])[C:3]1[CH:8]=[CH:7][C:6]([NH:9][C@H:10]([CH2:15][CH3:16])[CH2:11][C:12]([NH2:14])=[O:13])=[CH:5][CH:4]=1.Cl[C:20]([O:22][CH3:23])=[O:21].CC(C)([O-])C.[Li+]. Given the product [CH3:23][O:22][C:20](=[O:21])[NH:14][C:12](=[O:13])[CH2:11][C@H:10]([NH:9][C:6]1[CH:7]=[CH:8][C:3]([C:2]([F:17])([F:18])[F:1])=[CH:4][CH:5]=1)[CH2:15][CH3:16], predict the reactants needed to synthesize it. (3) The reactants are: Br[C:2]1[CH:3]=[CH:4][C:5]2[N:6]([CH:8]=[C:9]([C:11]([NH:13][C:14]3[CH:19]=[CH:18][CH:17]=[CH:16][CH:15]=3)=[O:12])[N:10]=2)[CH:7]=1.[N:20]1[CH:25]=[CH:24][CH:23]=[C:22](B(O)O)[CH:21]=1.C(=O)([O-])[O-].[Na+].[Na+].C(#N)C. Given the product [C:14]1([NH:13][C:11]([C:9]2[N:10]=[C:5]3[CH:4]=[CH:3][C:2]([C:22]4[CH:21]=[N:20][CH:25]=[CH:24][CH:23]=4)=[CH:7][N:6]3[CH:8]=2)=[O:12])[CH:19]=[CH:18][CH:17]=[CH:16][CH:15]=1, predict the reactants needed to synthesize it. (4) Given the product [CH3:16][N:11]1[C:12](=[O:15])[C:13]2[NH:14][C:6]([CH2:5][C:4]3[CH:3]=[C:2]([CH:21]=[CH:20][CH:19]=3)[C:22]#[N:23])=[N:7][C:8]=2[N:9]([CH3:18])[C:10]1=[O:17], predict the reactants needed to synthesize it. The reactants are: Br[C:2]1[CH:3]=[C:4]([CH:19]=[CH:20][CH:21]=1)[CH2:5][C:6]1[NH:14][C:13]2[C:12](=[O:15])[N:11]([CH3:16])[C:10](=[O:17])[N:9]([CH3:18])[C:8]=2[N:7]=1.[CH3:22][N:23](C=O)C. (5) Given the product [CH:10]1([C:2]2[CH:3]=[CH:4][C:5]([F:9])=[C:6]([CH:8]=2)[NH2:7])[CH2:12][CH2:11]1, predict the reactants needed to synthesize it. The reactants are: Br[C:2]1[CH:3]=[CH:4][C:5]([F:9])=[C:6]([CH:8]=1)[NH2:7].[CH:10]1(B(O)O)[CH2:12][CH2:11]1.C(=O)([O-])[O-].[Cs+].[Cs+].CCOC(C)=O. (6) Given the product [Br:1][C:2]1[CH:7]=[CH:6][C:5]([CH2:8][Br:16])=[CH:4][N:3]=1, predict the reactants needed to synthesize it. The reactants are: [Br:1][C:2]1[CH:7]=[CH:6][C:5]([CH3:8])=[CH:4][N:3]=1.C1C(=O)N([Br:16])C(=O)C1.